This data is from Catalyst prediction with 721,799 reactions and 888 catalyst types from USPTO. The task is: Predict which catalyst facilitates the given reaction. Reactant: [C:1]([C:3](=[C:7]([S:10][CH3:11])SC)[C:4]([NH2:6])=[O:5])#[N:2].[N+:12]([C:15]1[CH:21]=[CH:20][C:18]([NH2:19])=[CH:17][CH:16]=1)([O-:14])=[O:13]. Product: [C:1]([C:3](=[C:7]([S:10][CH3:11])[NH:19][C:18]1[CH:20]=[CH:21][C:15]([N+:12]([O-:14])=[O:13])=[CH:16][CH:17]=1)[C:4]([NH2:6])=[O:5])#[N:2]. The catalyst class is: 8.